Dataset: Forward reaction prediction with 1.9M reactions from USPTO patents (1976-2016). Task: Predict the product of the given reaction. (1) Given the reactants [CH2:1]([O:3][C:4]([C:6]1[CH:7]=[N:8][C:9]2[C:14]([C:15]=1Cl)=[CH:13][C:12]([Cl:17])=[CH:11][CH:10]=2)=[O:5])[CH3:2].[CH2:18]([C:25]1[CH:30]=[CH:29][C:28]([NH2:31])=[CH:27][CH:26]=1)[C:19]1[CH:24]=[CH:23][CH:22]=[CH:21][CH:20]=1.O, predict the reaction product. The product is: [CH2:18]([C:25]1[CH:26]=[CH:27][C:28]([NH:31][C:15]2[C:14]3[C:9](=[CH:10][CH:11]=[C:12]([Cl:17])[CH:13]=3)[N:8]=[CH:7][C:6]=2[C:4]([O:3][CH2:1][CH3:2])=[O:5])=[CH:29][CH:30]=1)[C:19]1[CH:20]=[CH:21][CH:22]=[CH:23][CH:24]=1. (2) Given the reactants N[CH2:2][C:3]([C:5]1[CH:10]=[CH:9][CH:8]=[CH:7][CH:6]=1)=[O:4].[C:11]([O:17][C:18]1[CH:23]=[CH:22][C:21]([S:24](Cl)(=[O:26])=[O:25])=[CH:20][CH:19]=1)(=[O:16])[C:12]([CH3:15])([CH3:14])[CH3:13].[N:28]1C=CC=CC=1, predict the reaction product. The product is: [C:11]([O:17][C:18]1[CH:23]=[CH:22][C:21]([S:24](=[O:26])(=[O:25])[NH:28][C:6]2[CH:7]=[CH:8][CH:9]=[CH:10][C:5]=2[C:3](=[O:4])[CH3:2])=[CH:20][CH:19]=1)(=[O:16])[C:12]([CH3:15])([CH3:14])[CH3:13].